Dataset: Forward reaction prediction with 1.9M reactions from USPTO patents (1976-2016). Task: Predict the product of the given reaction. Given the reactants [H-].[Na+].[C:3]([O:7][C:8]([NH:10][C:11]1[CH:34]=[CH:33][C:14]2[N:15]=[C:16]([C:18]3[CH:19]=[CH:20][C:21]([CH2:24][NH:25][C:26](=[O:32])[O:27][C:28]([CH3:31])([CH3:30])[CH3:29])=[N:22][CH:23]=3)[S:17][C:13]=2[CH:12]=1)=[O:9])([CH3:6])([CH3:5])[CH3:4].[CH3:35]I.O, predict the reaction product. The product is: [C:3]([O:7][C:8]([N:10]([CH3:35])[C:11]1[CH:34]=[CH:33][C:14]2[N:15]=[C:16]([C:18]3[CH:19]=[CH:20][C:21]([CH2:24][NH:25][C:26](=[O:32])[O:27][C:28]([CH3:31])([CH3:30])[CH3:29])=[N:22][CH:23]=3)[S:17][C:13]=2[CH:12]=1)=[O:9])([CH3:6])([CH3:4])[CH3:5].